This data is from Reaction yield outcomes from USPTO patents with 853,638 reactions. The task is: Predict the reaction yield, written as a fraction of the theoretical maximum amount of product (1.0 means a 100% yield; for example, 0.34 means a 34% yield). (1) The reactants are C[O:2][C:3]([C:5]1[CH:10]=[CH:9][CH:8]=[C:7]([O:11][CH3:12])[N:6]=1)=O.[BH4-].[Na+]. The catalyst is CO. The product is [CH3:12][O:11][C:7]1[N:6]=[C:5]([CH2:3][OH:2])[CH:10]=[CH:9][CH:8]=1. The yield is 0.300. (2) The reactants are [NH2:1][C:2]1[C:11]2[C:6](=[CH:7][CH:8]=[CH:9][C:10]=2[O:12][CH2:13][C:14]([NH:17][C:18](=[O:38])[C:19]2[CH:24]=[C:23]([O:25][CH3:26])[CH:22]=[C:21]([O:27][CH2:28][CH2:29][O:30]CC3C=CC=CC=3)[CH:20]=2)([CH3:16])[CH3:15])[N:5]=[C:4]([CH3:39])[C:3]=1[C:40]([OH:42])=[O:41]. The catalyst is CCO.CCOC(C)=O.[Pd]. The product is [NH2:1][C:2]1[C:11]2[C:6](=[CH:7][CH:8]=[CH:9][C:10]=2[O:12][CH2:13][C:14]([NH:17][C:18](=[O:38])[C:19]2[CH:24]=[C:23]([O:25][CH3:26])[CH:22]=[C:21]([O:27][CH2:28][CH2:29][OH:30])[CH:20]=2)([CH3:15])[CH3:16])[N:5]=[C:4]([CH3:39])[C:3]=1[C:40]([OH:42])=[O:41]. The yield is 0.630. (3) The reactants are [C:1]1([S:7]([N:10]2[C:18]3[C:13](=[CH:14][C:15]([C:19]4[CH:24]=[CH:23][C:22]([N:25]5[CH2:30][CH2:29][N:28]([CH3:31])[CH2:27][CH2:26]5)=[CH:21][CH:20]=4)=[CH:16][CH:17]=3)[C:12]3[C:32](Cl)=[CH:33][CH:34]=[N:35][C:11]2=3)(=[O:9])=[O:8])[CH:6]=[CH:5][CH:4]=[CH:3][CH:2]=1.C([O-])([O-])=O.[K+].[K+].[CH3:43][O:44][C:45]1[CH:50]=[CH:49][C:48]([SH:51])=[CH:47][CH:46]=1. The catalyst is CN(C=O)C.CCOC(C)=O. The product is [C:1]1([S:7]([N:10]2[C:18]3[C:13](=[CH:14][C:15]([C:19]4[CH:24]=[CH:23][C:22]([N:25]5[CH2:30][CH2:29][N:28]([CH3:31])[CH2:27][CH2:26]5)=[CH:21][CH:20]=4)=[CH:16][CH:17]=3)[C:12]3[C:32]([S:51][C:48]4[CH:49]=[CH:50][C:45]([O:44][CH3:43])=[CH:46][CH:47]=4)=[CH:33][CH:34]=[N:35][C:11]2=3)(=[O:9])=[O:8])[CH:6]=[CH:5][CH:4]=[CH:3][CH:2]=1. The yield is 0.720.